Regression. Given two drug SMILES strings and cell line genomic features, predict the synergy score measuring deviation from expected non-interaction effect. From a dataset of NCI-60 drug combinations with 297,098 pairs across 59 cell lines. (1) Drug 1: C1CC(C1)(C(=O)O)C(=O)O.[NH2-].[NH2-].[Pt+2]. Drug 2: CN1C(=O)N2C=NC(=C2N=N1)C(=O)N. Cell line: MDA-MB-231. Synergy scores: CSS=0.145, Synergy_ZIP=5.16, Synergy_Bliss=9.07, Synergy_Loewe=1.10, Synergy_HSA=2.12. (2) Drug 1: C1CC(=O)NC(=O)C1N2CC3=C(C2=O)C=CC=C3N. Drug 2: CS(=O)(=O)CCNCC1=CC=C(O1)C2=CC3=C(C=C2)N=CN=C3NC4=CC(=C(C=C4)OCC5=CC(=CC=C5)F)Cl. Cell line: SNB-19. Synergy scores: CSS=5.99, Synergy_ZIP=-0.334, Synergy_Bliss=1.08, Synergy_Loewe=3.26, Synergy_HSA=1.70. (3) Drug 1: C1=CC=C(C(=C1)C(C2=CC=C(C=C2)Cl)C(Cl)Cl)Cl. Drug 2: CC(C)CN1C=NC2=C1C3=CC=CC=C3N=C2N. Cell line: SF-539. Synergy scores: CSS=-4.96, Synergy_ZIP=0.996, Synergy_Bliss=-4.86, Synergy_Loewe=-5.17, Synergy_HSA=-6.59. (4) Drug 1: C1CC(C1)(C(=O)O)C(=O)O.[NH2-].[NH2-].[Pt+2]. Drug 2: CC=C1C(=O)NC(C(=O)OC2CC(=O)NC(C(=O)NC(CSSCCC=C2)C(=O)N1)C(C)C)C(C)C. Cell line: HCC-2998. Synergy scores: CSS=58.1, Synergy_ZIP=2.27, Synergy_Bliss=6.24, Synergy_Loewe=-44.7, Synergy_HSA=-2.36. (5) Drug 1: CC1=C(C(=O)C2=C(C1=O)N3CC4C(C3(C2COC(=O)N)OC)N4)N. Drug 2: CC12CCC3C(C1CCC2OP(=O)(O)O)CCC4=C3C=CC(=C4)OC(=O)N(CCCl)CCCl.[Na+]. Cell line: PC-3. Synergy scores: CSS=21.5, Synergy_ZIP=2.76, Synergy_Bliss=4.39, Synergy_Loewe=-14.1, Synergy_HSA=1.27.